Dataset: Forward reaction prediction with 1.9M reactions from USPTO patents (1976-2016). Task: Predict the product of the given reaction. Given the reactants [Cl:1][C:2]1[CH:3]=[C:4]([CH:7]=[C:8]([Cl:11])[C:9]=1[OH:10])[CH:5]=[O:6].C(=O)([O-])[O-].[Cs+].[Cs+].Br[CH2:19][C:20]([O:22][CH2:23][CH3:24])=[O:21], predict the reaction product. The product is: [Cl:1][C:2]1[CH:3]=[C:4]([CH:5]=[O:6])[CH:7]=[C:8]([Cl:11])[C:9]=1[O:10][CH2:19][C:20]([O:22][CH2:23][CH3:24])=[O:21].